From a dataset of Forward reaction prediction with 1.9M reactions from USPTO patents (1976-2016). Predict the product of the given reaction. (1) Given the reactants [Cl:1][C:2]1[N:7]=[C:6](Cl)[N:5]2[N:9]=[CH:10][C:11]([CH:12]([CH3:14])[CH3:13])=[C:4]2[CH:3]=1.[CH2:15]([NH2:22])[C:16]1[CH:21]=[CH:20][CH:19]=[CH:18][CH:17]=1, predict the reaction product. The product is: [CH2:15]([NH:22][C:6]1[N:5]2[N:9]=[CH:10][C:11]([CH:12]([CH3:14])[CH3:13])=[C:4]2[CH:3]=[C:2]([Cl:1])[N:7]=1)[C:16]1[CH:21]=[CH:20][CH:19]=[CH:18][CH:17]=1. (2) Given the reactants [H-].[Na+].[CH3:3][C:4]([CH3:6])=[O:5].[CH2:7]([O:10][C:11](S[C:11]([O:10][CH2:7][CH2:8][CH3:9])=[S:12])=[S:12])[CH2:8][CH3:9].[H-].[K+].Cl, predict the reaction product. The product is: [CH2:7]([O:10][C:11](=[S:12])[CH2:3][C:4](=[O:5])[CH3:6])[CH2:8][CH3:9]. (3) Given the reactants [Sn](Cl)Cl.[N+:4]([C:7]1[CH:12]=[CH:11][CH:10]=[C:9]([O:13][CH2:14][CH2:15][CH2:16][CH2:17][CH2:18][C:19]2[CH:24]=[CH:23][CH:22]=[CH:21][CH:20]=2)[CH:8]=1)([O-])=O.C(=O)(O)[O-].[Na+], predict the reaction product. The product is: [C:19]1([CH2:18][CH2:17][CH2:16][CH2:15][CH2:14][O:13][C:9]2[CH:8]=[C:7]([NH2:4])[CH:12]=[CH:11][CH:10]=2)[CH:24]=[CH:23][CH:22]=[CH:21][CH:20]=1. (4) Given the reactants [N+:1]([C:4]1[CH:12]=[CH:11][C:10]([O:13][CH2:14][CH2:15][CH3:16])=[CH:9][C:5]=1[C:6]([NH2:8])=[O:7])([O-])=O.[NH4+].[Cl-], predict the reaction product. The product is: [NH2:1][C:4]1[CH:12]=[CH:11][C:10]([O:13][CH2:14][CH2:15][CH3:16])=[CH:9][C:5]=1[C:6]([NH2:8])=[O:7]. (5) Given the reactants [F:1][C:2]1[CH:22]=[CH:21][CH:20]=[CH:19][C:3]=1[C:4]([NH:6][C:7]1[C:8]([CH3:18])=[N:9][NH:10][C:11]=1[C:12]1[CH:17]=[CH:16][CH:15]=[CH:14][CH:13]=1)=O.P(Cl)(Cl)(Cl)=O, predict the reaction product. The product is: [F:1][C:2]1[CH:22]=[CH:21][CH:20]=[CH:19][C:3]=1[C:4]1[C:13]2[CH:14]=[CH:15][CH:16]=[CH:17][C:12]=2[C:11]2[NH:10][N:9]=[C:8]([CH3:18])[C:7]=2[N:6]=1. (6) Given the reactants CN(C)[CH:3]=[C:4]1[C:9](=O)[CH:8]([C:11]2[CH:16]=[CH:15][C:14]([Cl:17])=[CH:13][CH:12]=2)[CH2:7][CH2:6][CH2:5]1.[N+]([O-])(O)=O.[N+]([O-])(O)=O.[CH3:27][O:28][C:29]1[CH:30]=[C:31]([NH:41][C:42]([NH2:44])=[NH:43])[CH:32]=[CH:33][C:34]=1[N:35]1[CH:39]=[C:38]([CH3:40])[N:37]=[CH:36]1, predict the reaction product. The product is: [Cl:17][C:14]1[CH:15]=[CH:16][C:11]([CH:8]2[C:9]3[N:44]=[C:42]([NH:41][C:31]4[CH:32]=[CH:33][C:34]([N:35]5[CH:39]=[C:38]([CH3:40])[N:37]=[CH:36]5)=[C:29]([O:28][CH3:27])[CH:30]=4)[N:43]=[CH:3][C:4]=3[CH2:5][CH2:6][CH2:7]2)=[CH:12][CH:13]=1. (7) Given the reactants [CH2:1](N1C=CN=C1)C.[CH2:8]([N:24]1[CH:28]=[CH:27][N:26]=[CH:25]1)[CH2:9][CH2:10][CH2:11][CH2:12][CH2:13][CH2:14][CH2:15][CH2:16][CH2:17][CH2:18][CH2:19][CH2:20][CH2:21][CH2:22][CH3:23].[P:29]([O:35]C)([O:33][CH3:34])([O:31][CH3:32])=[O:30], predict the reaction product. The product is: [CH3:32][O:31][P:29]([O-:35])([O:33][CH3:34])=[O:30].[CH2:8]([N+:24]1[CH:28]=[CH:27][N:26]([CH3:1])[CH:25]=1)[CH2:9][CH2:10][CH2:11][CH2:12][CH2:13][CH2:14][CH2:15][CH2:16][CH2:17][CH2:18][CH2:19][CH2:20][CH2:21][CH2:22][CH3:23]. (8) Given the reactants [CH3:1][Si:2]([CH3:9])([CH3:8])N1C=CN=C1.[C:10]1([S:16]([CH2:19][C@H:20]([C@@H:28]2[C@:36]3([CH3:37])[C@H:31]([C@@H:32]([O:38][Si:39]([C:42]([CH3:45])([CH3:44])[CH3:43])([CH3:41])[CH3:40])[CH2:33][CH2:34][CH2:35]3)[CH2:30][CH2:29]2)[CH2:21][CH2:22][CH2:23][C:24]([CH3:27])([OH:26])[CH3:25])(=[O:18])=[O:17])[CH:15]=[CH:14][CH:13]=[CH:12][CH:11]=1, predict the reaction product. The product is: [C:10]1([S:16]([CH2:19][C@H:20]([C@@H:28]2[C@:36]3([CH3:37])[C@H:31]([C@@H:32]([O:38][Si:39]([C:42]([CH3:45])([CH3:44])[CH3:43])([CH3:40])[CH3:41])[CH2:33][CH2:34][CH2:35]3)[CH2:30][CH2:29]2)[CH2:21][CH2:22][CH2:23][C:24]([CH3:27])([O:26][Si:2]([CH3:9])([CH3:8])[CH3:1])[CH3:25])(=[O:18])=[O:17])[CH:15]=[CH:14][CH:13]=[CH:12][CH:11]=1. (9) Given the reactants [CH3:1][O:2][C:3](=[O:21])[CH2:4][CH:5]([NH2:20])[C:6]1[CH:11]=[CH:10][C:9]([O:12][CH:13]([F:15])[F:14])=[C:8]([O:16][CH:17]([F:19])[F:18])[CH:7]=1.C(N(CC)CC)C.C[O:30][C:31](=O)[C:32]1[C:37]([NH:38][C:39]([CH:41]2[CH2:43][CH2:42]2)=[O:40])=[CH:36][CH:35]=[C:34]([Cl:44])[C:33]=1[CH2:45]Br, predict the reaction product. The product is: [CH3:1][O:2][C:3](=[O:21])[CH2:4][CH:5]([C:6]1[CH:11]=[CH:10][C:9]([O:12][CH:13]([F:15])[F:14])=[C:8]([O:16][CH:17]([F:18])[F:19])[CH:7]=1)[N:20]1[CH2:45][C:33]2[C:32](=[C:37]([NH:38][C:39]([CH:41]3[CH2:43][CH2:42]3)=[O:40])[CH:36]=[CH:35][C:34]=2[Cl:44])[C:31]1=[O:30].